This data is from Full USPTO retrosynthesis dataset with 1.9M reactions from patents (1976-2016). The task is: Predict the reactants needed to synthesize the given product. (1) Given the product [F:18][C:19]([F:32])([F:31])[S:20]([O:1][C:2]1[CH:7]=[C:6]([CH:8]([CH3:10])[CH3:9])[N:5]([C:11]2[CH:16]=[CH:15][CH:14]=[CH:13][CH:12]=2)[C:4](=[O:17])[CH:3]=1)(=[O:22])=[O:21], predict the reactants needed to synthesize it. The reactants are: [OH:1][C:2]1[CH:7]=[C:6]([CH:8]([CH3:10])[CH3:9])[N:5]([C:11]2[CH:16]=[CH:15][CH:14]=[CH:13][CH:12]=2)[C:4](=[O:17])[CH:3]=1.[F:18][C:19]([F:32])([F:31])[S:20](O[S:20]([C:19]([F:32])([F:31])[F:18])(=[O:22])=[O:21])(=[O:22])=[O:21].O. (2) Given the product [O:12]=[S:9]1(=[O:13])[CH2:10][CH2:11][N:6]2[CH:5]=[CH:4][CH:3]=[C:2]([NH:33][C:31]([C:28]3[CH:29]=[CH:30][C:22]4[O:21][CH2:26][CH2:25][O:24][C:23]=4[CH:27]=3)=[O:32])[C:7]2=[N:8]1, predict the reactants needed to synthesize it. The reactants are: Br[C:2]1[C:7]2=[N:8][S:9](=[O:13])(=[O:12])[CH2:10][CH2:11][N:6]2[CH:5]=[CH:4][CH:3]=1.C1(C)C=CC=CC=1.[O:21]1[CH2:26][CH2:25][O:24][C:23]2[CH:27]=[C:28]([C:31]([NH2:33])=[O:32])[CH:29]=[CH:30][C:22]1=2.C(=O)([O-])[O-].[Cs+].[Cs+]. (3) The reactants are: Br[C:2]1[C:3]([CH3:19])=[C:4]([NH:8][C:9](=[O:18])[CH2:10][C:11]2[C:16]([Cl:17])=[CH:15][CH:14]=[CH:13][N:12]=2)[CH:5]=[CH:6][CH:7]=1.[CH3:20][C:21]1([CH3:37])[C:25]([CH3:27])([CH3:26])[O:24][B:23]([B:23]2[O:24][C:25]([CH3:27])([CH3:26])[C:21]([CH3:37])([CH3:20])[O:22]2)[O:22]1.C([O-])(=O)C.[K+]. Given the product [Cl:17][C:16]1[C:11]([CH2:10][C:9]([NH:8][C:4]2[CH:5]=[CH:6][CH:7]=[C:2]([B:23]3[O:24][C:25]([CH3:27])([CH3:26])[C:21]([CH3:37])([CH3:20])[O:22]3)[C:3]=2[CH3:19])=[O:18])=[N:12][CH:13]=[CH:14][CH:15]=1, predict the reactants needed to synthesize it. (4) Given the product [OH:21][C:4]1[CH:5]=[C:6]([C:7]2[O:19][C:12]3[C:11]([C:9](=[O:10])[C:8]=2[CH2:37][P:38](=[O:39])([O:43][CH2:44][CH3:45])[O:40][CH2:41][CH3:42])=[C:16]([OH:17])[CH:15]=[C:14]([OH:18])[CH:13]=3)[CH:1]=[CH:2][C:3]=1[OH:22], predict the reactants needed to synthesize it. The reactants are: [CH:1]1[C:6]([C:7]2[O:17][C:16]3[CH:15]=[C:14]([OH:18])[CH:13]=[C:12]([OH:19])[C:11]=3[C:9](=[O:10])[C:8]=2O)=[CH:5][C:4]([OH:21])=[C:3]([OH:22])[CH:2]=1.O.[H-].[Na+].ClC1C=CC(S(O[CH2:37][P:38]([O:43][CH2:44][CH3:45])([O:40][CH2:41][CH3:42])=[O:39])(=O)=O)=CC=1.C1C(C2OC3C=C(O)C=C(O)C=3C(=O)C=2O)=CC(O)=C(O)C=1.